The task is: Regression. Given two drug SMILES strings and cell line genomic features, predict the synergy score measuring deviation from expected non-interaction effect.. This data is from NCI-60 drug combinations with 297,098 pairs across 59 cell lines. Drug 1: C1=CC(=C2C(=C1NCCNCCO)C(=O)C3=C(C=CC(=C3C2=O)O)O)NCCNCCO. Drug 2: C1CCC(C(C1)N)N.C(=O)(C(=O)[O-])[O-].[Pt+4]. Cell line: HCT116. Synergy scores: CSS=65.2, Synergy_ZIP=5.21, Synergy_Bliss=4.84, Synergy_Loewe=8.10, Synergy_HSA=11.0.